This data is from Full USPTO retrosynthesis dataset with 1.9M reactions from patents (1976-2016). The task is: Predict the reactants needed to synthesize the given product. The reactants are: [OH:1][C:2]([C:16]([F:19])([F:18])[F:17])([CH2:5][CH:6]1[C:15]2[C:10](=[CH:11][CH:12]=[CH:13][CH:14]=2)[S:9][CH2:8][CH2:7]1)[CH:3]=O.[NH2:20][C:21]1[CH:30]=[CH:29][CH:28]=[C:27]2[C:22]=1[CH:23]=[CH:24][C:25](=[O:31])[NH:26]2. Given the product [OH:1][C:2]([C:16]([F:17])([F:18])[F:19])([CH2:5][CH:6]1[C:15]2[C:10](=[CH:11][CH:12]=[CH:13][CH:14]=2)[S:9][CH2:8][CH2:7]1)[CH:3]=[N:20][C:21]1[CH:30]=[CH:29][CH:28]=[C:27]2[C:22]=1[CH:23]=[CH:24][C:25](=[O:31])[NH:26]2, predict the reactants needed to synthesize it.